Dataset: Catalyst prediction with 721,799 reactions and 888 catalyst types from USPTO. Task: Predict which catalyst facilitates the given reaction. (1) Reactant: Cl[C:2]1[C:7]([C:8]2[CH:13]=[CH:12][N:11]=[C:10]([NH:14][CH3:15])[N:9]=2)=[CH:6][CH:5]=[CH:4][N:3]=1.[I:16][C:17]1[CH:22]=[CH:21][C:20]([OH:23])=[CH:19][CH:18]=1.C(=O)([O-])[O-].[Cs+].[Cs+].CS(C)=O. Product: [I:16][C:17]1[CH:22]=[CH:21][C:20]([O:23][C:2]2[C:7]([C:8]3[CH:13]=[CH:12][N:11]=[C:10]([NH:14][CH3:15])[N:9]=3)=[CH:6][CH:5]=[CH:4][N:3]=2)=[CH:19][CH:18]=1. The catalyst class is: 6. (2) Reactant: CN(C([O:8]N1N=NC2C=CC=NC1=2)=[N+](C)C)C.F[P-](F)(F)(F)(F)F.Cl.Cl.[Cl:27][C:28]1[C:29]([F:54])=[C:30]([NH:34][C:35]2[C:44]3[C:39](=[CH:40][C:41]([O:47][CH:48]4[CH2:53][CH2:52][NH:51][CH2:50][CH2:49]4)=[C:42]([O:45][CH3:46])[CH:43]=3)[N:38]=[CH:37][N:36]=2)[CH:31]=[CH:32][CH:33]=1.C(N(C(C)C)CC)(C)C.[CH3:64][C:65]1[CH:69]=[C:68]([CH2:70]C(O)=O)[O:67][N:66]=1. Product: [Cl:27][C:28]1[C:29]([F:54])=[C:30]([NH:34][C:35]2[C:44]3[C:39](=[CH:40][C:41]([O:47][CH:48]4[CH2:53][CH2:52][N:51]([C:70]([C:68]5[O:67][N:66]=[C:65]([CH3:64])[CH:69]=5)=[O:8])[CH2:50][CH2:49]4)=[C:42]([O:45][CH3:46])[CH:43]=3)[N:38]=[CH:37][N:36]=2)[CH:31]=[CH:32][CH:33]=1. The catalyst class is: 2. (3) Reactant: Br[C:2]1[CH:7]=[CH:6][CH:5]=[CH:4][C:3]=1[CH2:8][O:9][CH:10]([O:12][CH2:13][CH3:14])[CH3:11].[Mg].BrCC.CON(C)[C:22]([C:24]1[CH:28]=[C:27]([CH3:29])[O:26][N:25]=1)=[O:23]. Product: [CH3:29][C:27]1[O:26][N:25]=[C:24]([C:22]([C:2]2[CH:7]=[CH:6][CH:5]=[CH:4][C:3]=2[CH2:8][O:9][CH:10]([O:12][CH2:13][CH3:14])[CH3:11])=[O:23])[CH:28]=1. The catalyst class is: 90. (4) Reactant: [CH:1]([O:4][C:5]1[CH:10]=[CH:9][C:8]([C:11](=[O:24])[CH2:12][C:13]2[CH:18]=[CH:17][C:16]([O:19][C:20]([F:23])([F:22])[F:21])=[CH:15][CH:14]=2)=[CH:7][CH:6]=1)([CH3:3])[CH3:2].[Br-:25].[Br-].[Br-].[NH+]1C=CC=CC=1.[NH+]1C=CC=CC=1.[NH+]1C=CC=CC=1. Product: [Br:25][CH:12]([C:13]1[CH:18]=[CH:17][C:16]([O:19][C:20]([F:22])([F:23])[F:21])=[CH:15][CH:14]=1)[C:11]([C:8]1[CH:7]=[CH:6][C:5]([O:4][CH:1]([CH3:3])[CH3:2])=[CH:10][CH:9]=1)=[O:24]. The catalyst class is: 2. (5) Reactant: C[O:2][C:3](=[O:25])[CH2:4][CH2:5][CH2:6][C:7]([C:9]1[N:10]([CH3:24])[C:11]2[C:16]([C:17]=1[CH2:18][CH2:19][CH2:20][CH2:21][CH2:22][CH3:23])=[CH:15][CH:14]=[CH:13][CH:12]=2)=[O:8].[Li+].[OH-].C(OCC)(=O)C. Product: [CH2:18]([C:17]1[C:16]2[C:11](=[CH:12][CH:13]=[CH:14][CH:15]=2)[N:10]([CH3:24])[C:9]=1[C:7](=[O:8])[CH2:6][CH2:5][CH2:4][C:3]([OH:25])=[O:2])[CH2:19][CH2:20][CH2:21][CH2:22][CH3:23]. The catalyst class is: 252. (6) Reactant: [CH3:1][O:2][CH2:3][CH2:4][NH:5][C:6]1[CH:7]=[C:8]([C:16]([OH:18])=O)[C:9]2[C:14]([CH:15]=1)=[CH:13][CH:12]=[CH:11][CH:10]=2.CC[N:21]([CH:25]([CH3:27])[CH3:26])C(C)C.C1(N)CC1.F[P-](F)(F)(F)(F)F.N1(OC(N(C)C)=[N+](C)C)C2N=CC=CC=2N=N1. Product: [CH:25]1([NH:21][C:16]([C:8]2[C:9]3[C:14](=[CH:13][CH:12]=[CH:11][CH:10]=3)[CH:15]=[C:6]([NH:5][CH2:4][CH2:3][O:2][CH3:1])[CH:7]=2)=[O:18])[CH2:27][CH2:26]1. The catalyst class is: 329. (7) Product: [Br:14][C:15]1[CH:20]=[C:19]([F:21])[CH:18]=[CH:17][C:16]=1[C@@H:22]1[N:23]=[C:24]([C:34]2[S:35][CH:36]=[CH:37][N:38]=2)[NH:25][C:26]([CH2:32][N:6]2[CH2:7][C:3]([F:2])([F:13])[CH2:4][C@H:5]2[CH2:8][CH2:9][C:10]([OH:12])=[O:11])=[C:27]1[C:28]([O:30][CH3:31])=[O:29]. Reactant: Cl.[F:2][C:3]1([F:13])[CH2:7][NH:6][C@H:5]([CH2:8][CH2:9][C:10]([OH:12])=[O:11])[CH2:4]1.[Br:14][C:15]1[CH:20]=[C:19]([F:21])[CH:18]=[CH:17][C:16]=1[C@H:22]1[C:27]([C:28]([O:30][CH3:31])=[O:29])=[C:26]([CH2:32]Br)[NH:25][C:24]([C:34]2[S:35][CH:36]=[CH:37][N:38]=2)=[N:23]1.C(=O)([O-])[O-].[K+].[K+]. The catalyst class is: 8.